From a dataset of Full USPTO retrosynthesis dataset with 1.9M reactions from patents (1976-2016). Predict the reactants needed to synthesize the given product. Given the product [CH2:1]([C:9]1[CH:10]=[C:11]([CH:12]=[C:13]([CH2:15][CH2:16][C:17]2[CH:22]=[CH:21][CH:20]=[CH:19][CH:18]=2)[CH:14]=1)[CH:23]=[O:24])[CH2:2][C:3]1[CH:4]=[CH:5][CH:6]=[CH:7][CH:8]=1, predict the reactants needed to synthesize it. The reactants are: [CH2:1]([C:9]1[CH:10]=[C:11]([CH2:23][OH:24])[CH:12]=[C:13]([CH2:15][CH2:16][C:17]2[CH:22]=[CH:21][CH:20]=[CH:19][CH:18]=2)[CH:14]=1)[CH2:2][C:3]1[CH:8]=[CH:7][CH:6]=[CH:5][CH:4]=1.[Cr](Cl)([O-])(=O)=O.[NH+]1C=CC=CC=1.